From a dataset of Reaction yield outcomes from USPTO patents with 853,638 reactions. Predict the reaction yield, written as a fraction of the theoretical maximum amount of product (1.0 means a 100% yield; for example, 0.34 means a 34% yield). (1) The reactants are [NH2:1][C:2]1[CH:7]=[CH:6][C:5]([O:8][CH3:9])=[CH:4][C:3]=1[SH:10].[N+:11]([C:14]1[CH:22]=[CH:21][C:17]([C:18](Cl)=O)=[CH:16][CH:15]=1)([O-:13])=[O:12].C1(C)C=CC(S(O)(=O)=O)=CC=1. The catalyst is C1(C)C=CC=CC=1. The product is [N+:11]([C:14]1[CH:22]=[CH:21][C:17]([C:18]2[S:10][C:3]3[CH:4]=[C:5]([O:8][CH3:9])[CH:6]=[CH:7][C:2]=3[N:1]=2)=[CH:16][CH:15]=1)([O-:13])=[O:12]. The yield is 0.760. (2) The reactants are Cl[CH2:2][CH2:3][CH2:4][CH2:5][CH2:6][CH2:7][O:8][C:9]1[CH:14]=[CH:13][C:12]([Br:15])=[CH:11][CH:10]=1.[OH-].[Na+].[CH3:18][NH:19][CH2:20][CH3:21]. The catalyst is O. The product is [CH3:18][N:19]([CH2:2][CH2:3][CH2:4][CH2:5][CH2:6][CH2:7][O:8][C:9]1[CH:14]=[CH:13][C:12]([Br:15])=[CH:11][CH:10]=1)[CH2:20][CH3:21]. The yield is 0.800.